From a dataset of Catalyst prediction with 721,799 reactions and 888 catalyst types from USPTO. Predict which catalyst facilitates the given reaction. (1) The catalyst class is: 270. Reactant: [CH2:1]([N:8]=[C:9]([C:13]1[CH:21]=[CH:20][C:16]([N:17]([CH3:19])[CH3:18])=[CH:15][CH:14]=1)[CH2:10][CH2:11][CH3:12])[C:2]1[CH:7]=[CH:6][CH:5]=[CH:4][CH:3]=1.[CH:22]([C:33]([O:35]CC)=O)([C:28]([O:30]CC)=O)[C:23]([O:25][CH2:26][CH3:27])=[O:24]. Product: [CH2:1]([N:8]1[C:9]([C:13]2[CH:14]=[CH:15][C:16]([N:17]([CH3:18])[CH3:19])=[CH:20][CH:21]=2)=[C:10]([CH2:11][CH3:12])[C:28]([OH:30])=[C:22]([C:23]([O:25][CH2:26][CH3:27])=[O:24])[C:33]1=[O:35])[C:2]1[CH:3]=[CH:4][CH:5]=[CH:6][CH:7]=1. (2) Reactant: [CH3:1][N:2]1[C:10]2[C@@:9]3([CH3:14])[C:11]([CH3:13])([CH3:12])[C@H:6]([CH2:7][CH2:8]3)[C:5]=2[C:4](=[O:15])[NH:3]1.Br[CH2:17][C:18]1[CH:27]=[CH:26][C:21]([C:22]([O:24][CH3:25])=[O:23])=[CH:20][CH:19]=1. Product: [CH3:25][O:24][C:22](=[O:23])[C:21]1[CH:26]=[CH:27][C:18]([CH2:17][N:3]2[C:4](=[O:15])[C:5]3[C@@H:6]4[C:11]([CH3:12])([CH3:13])[C@@:9]([CH3:14])([CH2:8][CH2:7]4)[C:10]=3[N:2]2[CH3:1])=[CH:19][CH:20]=1. The catalyst class is: 9. (3) Reactant: [CH:1]([O:4][C:5]1[CH:14]=[C:13]([C:15]([F:18])([F:17])[F:16])[C:12]2[C:7](=[CH:8][CH:9]=[C:10]3[NH:22][C@H:21]([CH:23]([CH3:25])[CH3:24])[CH2:20][O:19][C:11]3=2)[N:6]=1)([CH3:3])[CH3:2].C=O.[BH3-][C:29]#N.[Na+]. Product: [CH:1]([O:4][C:5]1[CH:14]=[C:13]([C:15]([F:18])([F:17])[F:16])[C:12]2[C:7](=[CH:8][CH:9]=[C:10]3[N:22]([CH3:29])[C@H:21]([CH:23]([CH3:25])[CH3:24])[CH2:20][O:19][C:11]3=2)[N:6]=1)([CH3:3])[CH3:2]. The catalyst class is: 52. (4) Reactant: CC1(C)CCCC(C)(C)N1.C([Li])CCC.[N:16]1[CH:21]=[CH:20][CH:19]=[CH:18][C:17]=1[C:22]([OH:24])=[O:23].[I:25]I. Product: [I:25][C:18]1[C:17]([C:22]([OH:24])=[O:23])=[N:16][CH:21]=[CH:20][CH:19]=1. The catalyst class is: 20. (5) Reactant: [NH2:1][C:2]1[CH:7]=[C:6]([CH3:8])[CH:5]=[CH:4][N:3]=1.Br[CH2:10][C:11]([C:13]1[CH:18]=[CH:17][C:16]([Cl:19])=[C:15]([Cl:20])[CH:14]=1)=O.[OH-].[Na+]. Product: [Cl:20][C:15]1[CH:14]=[C:13]([C:11]2[N:1]=[C:2]3[CH:7]=[C:6]([CH3:8])[CH:5]=[CH:4][N:3]3[CH:10]=2)[CH:18]=[CH:17][C:16]=1[Cl:19]. The catalyst class is: 8. (6) Reactant: [NH:1]1[C:9]2[C:4](=[CH:5][CH:6]=[CH:7][CH:8]=2)[C:3](/[CH:10]=[C:11]2\[O:12][C:13]3[C:20]([C:21]#[C:22][CH2:23][N:24]4[CH2:29][CH2:28][N:27](C(OC(C)(C)C)=O)[CH2:26][CH2:25]4)=[C:19]([O:37][CH3:38])[CH:18]=[CH:17][C:14]=3[C:15]\2=[O:16])=[N:2]1.Cl. Product: [NH:1]1[C:9]2[C:4](=[CH:5][CH:6]=[CH:7][CH:8]=2)[C:3](/[CH:10]=[C:11]2\[O:12][C:13]3[C:20]([C:21]#[C:22][CH2:23][N:24]4[CH2:25][CH2:26][NH:27][CH2:28][CH2:29]4)=[C:19]([O:37][CH3:38])[CH:18]=[CH:17][C:14]=3[C:15]\2=[O:16])=[N:2]1. The catalyst class is: 135. (7) Reactant: C(O)(C)C.[NH2:5][C:6]1[C:11]2[N:12]=[C:13]([CH2:25][CH2:26][CH3:27])[N:14]([CH2:15][CH2:16][O:17][CH2:18][CH2:19][NH:20][S:21]([CH3:24])(=[O:23])=[O:22])[C:10]=2[C:9]([C:28]#[C:29][CH2:30][CH2:31][CH2:32][CH3:33])=[CH:8][N:7]=1. Product: [NH2:5][C:6]1[C:11]2[N:12]=[C:13]([CH2:25][CH2:26][CH3:27])[N:14]([CH2:15][CH2:16][O:17][CH2:18][CH2:19][NH:20][S:21]([CH3:24])(=[O:23])=[O:22])[C:10]=2[C:9]([CH2:28][CH2:29][CH2:30][CH2:31][CH2:32][CH3:33])=[CH:8][N:7]=1. The catalyst class is: 43.